From a dataset of Full USPTO retrosynthesis dataset with 1.9M reactions from patents (1976-2016). Predict the reactants needed to synthesize the given product. (1) Given the product [C:1]([O:5][C:6]([NH:7][C:8]1[S:9][C:10](/[CH:38]=[CH:37]/[C:36]([O:40][CH2:41][CH3:42])=[O:39])=[CH:11][C:12]=1[C:13]([N:15]1[CH2:20][CH2:19][CH:18]([N:21]2[CH2:33][CH2:32][CH2:31][C:23]3([C:27](=[O:28])[O:26][C:25]([CH3:30])([CH3:29])[CH2:24]3)[CH2:22]2)[CH2:17][CH2:16]1)=[O:14])=[O:35])([CH3:4])([CH3:3])[CH3:2], predict the reactants needed to synthesize it. The reactants are: [C:1]([O:5][C:6](=[O:35])[NH:7][C:8]1[S:9][C:10](Br)=[CH:11][C:12]=1[C:13]([N:15]1[CH2:20][CH2:19][CH:18]([N:21]2[CH2:33][CH2:32][CH2:31][C:23]3([C:27](=[O:28])[O:26][C:25]([CH3:30])([CH3:29])[CH2:24]3)[CH2:22]2)[CH2:17][CH2:16]1)=[O:14])([CH3:4])([CH3:3])[CH3:2].[C:36]([O:40][CH2:41][CH3:42])(=[O:39])[CH:37]=[CH2:38].C(N(CC)CC)C. (2) Given the product [CH:5]1[N:4]=[CH:3][N:2]([CH2:7][C:8]([P:11]([OH:15])([OH:14])=[O:13])([P:11]([OH:14])([OH:13])=[O:15])[OH:10])[CH:6]=1, predict the reactants needed to synthesize it. The reactants are: Cl.[N:2]1([CH2:7][C:8]([OH:10])=O)[CH:6]=[CH:5][N:4]=[CH:3]1.[P:11](=[O:15])([OH:14])([OH:13])O.P(Cl)(Cl)Cl.Cl. (3) Given the product [C:42]([NH:1][C@@H:2]1[CH2:6][CH2:5][N:4]([C:7]2[CH:31]=[C:30]([Cl:32])[CH:29]=[CH:28][C:8]=2[CH2:9][N:10]2[CH2:11][CH2:12][N:13]([C:16]([O:18][CH:19]([C:24]([F:27])([F:26])[F:25])[C:20]([F:21])([F:22])[F:23])=[O:17])[CH2:14][CH2:15]2)[CH2:3]1)(=[O:44])[CH3:43], predict the reactants needed to synthesize it. The reactants are: [NH2:1][C@@H:2]1[CH2:6][CH2:5][N:4]([C:7]2[CH:31]=[C:30]([Cl:32])[CH:29]=[CH:28][C:8]=2[CH2:9][N:10]2[CH2:15][CH2:14][N:13]([C:16]([O:18][CH:19]([C:24]([F:27])([F:26])[F:25])[C:20]([F:23])([F:22])[F:21])=[O:17])[CH2:12][CH2:11]2)[CH2:3]1.CCN(C(C)C)C(C)C.[C:42](Cl)(=[O:44])[CH3:43]. (4) Given the product [CH2:30]([O:37][C:13]1[N:14]=[C:15]([NH:23][C@@H:24]([CH2:28][OH:29])[CH2:25][CH2:26][CH3:27])[C:16]2[S:21][C:20](=[O:22])[NH:19][C:17]=2[N:18]=1)[C:31]1[CH:36]=[CH:35][CH:34]=[CH:33][CH:32]=1, predict the reactants needed to synthesize it. The reactants are: [H-].[Na+].C(S([C:13]1[N:14]=[C:15]([NH:23][C@@H:24]([CH2:28][OH:29])[CH2:25][CH2:26][CH3:27])[C:16]2[S:21][C:20](=[O:22])[NH:19][C:17]=2[N:18]=1)(=O)=O)C1C=CC=CC=1.[CH2:30]([OH:37])[C:31]1[CH:36]=[CH:35][CH:34]=[CH:33][CH:32]=1. (5) The reactants are: Br[C:2]1[CH:7]=[CH:6][N:5]=[C:4]([NH:8][C:9](=[O:20])/[CH:10]=[CH:11]\[C:12]([N:14]2[CH2:19][CH2:18][O:17][CH2:16][CH2:15]2)=[O:13])[CH:3]=1.[C:21]1(B(O)O)[CH:26]=[CH:25][CH:24]=[CH:23][CH:22]=1.C([O-])([O-])=O.[Na+].[Na+].Cl. Given the product [O:17]1[CH2:18][CH2:19][N:14]([C:12](=[O:13])/[CH:11]=[CH:10]\[C:9]([NH:8][C:4]2[CH:3]=[C:2]([C:21]3[CH:26]=[CH:25][CH:24]=[CH:23][CH:22]=3)[CH:7]=[CH:6][N:5]=2)=[O:20])[CH2:15][CH2:16]1, predict the reactants needed to synthesize it. (6) Given the product [OH:32][CH2:31][CH2:30][C:29]#[C:33][C:2]1[CH:15]=[C:14]2[C:5]([C:6]3[CH:7]=[CH:8][C:9]([OH:16])=[CH:10][C:11]=3[CH2:12][CH2:13]2)=[CH:4][CH:3]=1, predict the reactants needed to synthesize it. The reactants are: I[C:2]1[CH:15]=[C:14]2[C:5]([C:6]3[CH:7]=[CH:8][C:9]([OH:16])=[CH:10][C:11]=3[CH2:12][CH2:13]2)=[CH:4][CH:3]=1.C(NC(C)C)(C)C.C#CCC.Cl.[CH2:29]1[CH2:33][O:32][CH2:31][CH2:30]1.